Regression/Classification. Given a drug SMILES string, predict its absorption, distribution, metabolism, or excretion properties. Task type varies by dataset: regression for continuous measurements (e.g., permeability, clearance, half-life) or binary classification for categorical outcomes (e.g., BBB penetration, CYP inhibition). Dataset: cyp1a2_veith. From a dataset of CYP1A2 inhibition data for predicting drug metabolism from PubChem BioAssay. (1) The result is 0 (non-inhibitor). The molecule is CC(=O)OC[C@@H]1O[C@@H](O/N=C2/C[C@@H](O)[C@@H](O)[C@H]3[C@@H]2CC[C@@H]2C(=O)N([C@@H](C)c4ccccc4)C(=O)[C@H]23)[C@H](OC(C)=O)[C@H](OC(C)=O)[C@@H]1OC(C)=O. (2) The compound is Cc1noc(C)c1C(=O)N1CCC2(CC1)CN(c1ncccn1)C2. The result is 0 (non-inhibitor).